This data is from Forward reaction prediction with 1.9M reactions from USPTO patents (1976-2016). The task is: Predict the product of the given reaction. (1) Given the reactants [N:1]1[C:6]([CH:7]=[O:8])=[CH:5][CH:4]=[CH:3][C:2]=1[CH:9]=[O:10].[CH2:11](O)[CH2:12][OH:13].C1(C)C=CC(S(O)(=O)=O)=CC=1, predict the reaction product. The product is: [O:8]1[CH2:11][CH2:12][O:13][CH:7]1[C:6]1[N:1]=[C:2]([CH:9]=[O:10])[CH:3]=[CH:4][CH:5]=1. (2) Given the reactants [CH2:1]([N:3]1[CH2:8][CH2:7][N:6]([C:9]2[CH:14]=[CH:13][C:12]([NH2:15])=[CH:11][CH:10]=2)[CH2:5][CH2:4]1)[CH3:2].Cl[C:17]1([C:41]2[C:42]([O:47][CH2:48][CH3:49])=[N:43][CH:44]=[CH:45][CH:46]=2)[C:25]2[C:20](=[CH:21][CH:22]=[C:23]([I:26])[CH:24]=2)[N:19]([S:27]([C:30]2[CH:35]=[CH:34][C:33]([O:36][CH3:37])=[CH:32][C:31]=2[O:38][CH3:39])(=[O:29])=[O:28])[C:18]1=[O:40], predict the reaction product. The product is: [CH3:39][O:38][C:31]1[CH:32]=[C:33]([O:36][CH3:37])[CH:34]=[CH:35][C:30]=1[S:27]([N:19]1[C:20]2[C:25](=[CH:24][C:23]([I:26])=[CH:22][CH:21]=2)[C:17]([C:41]2[C:42]([O:47][CH2:48][CH3:49])=[N:43][CH:44]=[CH:45][CH:46]=2)([NH:15][C:12]2[CH:13]=[CH:14][C:9]([N:6]3[CH2:5][CH2:4][N:3]([CH2:1][CH3:2])[CH2:8][CH2:7]3)=[CH:10][CH:11]=2)[C:18]1=[O:40])(=[O:29])=[O:28].